Task: Predict the product of the given reaction.. Dataset: Forward reaction prediction with 1.9M reactions from USPTO patents (1976-2016) (1) Given the reactants [CH:1]([C:4]1[CH:5]=[C:6]([CH:51]=[CH:52][CH:53]=1)[CH2:7][N:8]1[CH:13]=[CH:12][CH:11]=[C:10]([C:14]([NH:16][C@@H:17]([CH2:25][CH2:26][CH2:27][NH:28][C:29]([NH:31]S(C2C(C)=C3C(=C(C)C=2C)OC(C)(C)CC3)(=O)=O)=[NH:30])[C:18]([O:20]C(C)(C)C)=[O:19])=[O:15])[C:9]1=[O:50])([CH3:3])[CH3:2].[C:54]([OH:60])([C:56]([F:59])([F:58])[F:57])=[O:55].C([SiH](CC)CC)C, predict the reaction product. The product is: [NH:28]([CH2:27][CH2:26][CH2:25][C@H:17]([NH:16][C:14]([C:10]1[C:9](=[O:50])[N:8]([CH2:7][C:6]2[CH:51]=[CH:52][CH:53]=[C:4]([CH:1]([CH3:2])[CH3:3])[CH:5]=2)[CH:13]=[CH:12][CH:11]=1)=[O:15])[C:18]([OH:20])=[O:19])[C:29]([NH2:31])=[NH:30].[C:54]([OH:60])([C:56]([F:59])([F:58])[F:57])=[O:55]. (2) The product is: [F:1][C:2]1[CH:7]=[CH:6][N:5]2[C:8]([C:11]([NH:24][C:22]3[CH:21]=[CH:20][CH:19]=[C:18]4[C:23]=3[C:15]([CH3:14])=[N:16][N:17]4[CH2:25][C:26]3[CH:31]=[CH:30][CH:29]=[C:28]([CH3:32])[N:27]=3)=[O:13])=[CH:9][N:10]=[C:4]2[CH:3]=1. Given the reactants [F:1][C:2]1[CH:7]=[CH:6][N:5]2[C:8]([C:11]([OH:13])=O)=[CH:9][N:10]=[C:4]2[CH:3]=1.[CH3:14][C:15]1[C:23]2[C:22]([NH2:24])=[CH:21][CH:20]=[CH:19][C:18]=2[N:17]([CH2:25][C:26]2[CH:31]=[CH:30][CH:29]=[C:28]([CH3:32])[N:27]=2)[N:16]=1.C(N(C(C)C)CC)(C)C, predict the reaction product. (3) Given the reactants [CH3:1][O:2][C:3]1[C:12]([N+:13]([O-])=O)=[C:11]2[C:6]([CH:7]=[CH:8][NH:9][C:10]2=[O:16])=[CH:5][CH:4]=1, predict the reaction product. The product is: [NH2:13][C:12]1[C:3]([O:2][CH3:1])=[CH:4][CH:5]=[C:6]2[C:11]=1[C:10](=[O:16])[NH:9][CH2:8][CH2:7]2. (4) Given the reactants C(O)(=O)[C:2]([CH3:4])=[CH2:3].[C:7]([O:12][CH3:13])(=[O:11])[C:8](C)=[CH2:9].[C:14]([O:19][CH2:20][CH2:21][CH2:22][CH3:23])(=[O:18])[C:15](C)=[CH2:16].C(OCCO)(=O)C(C)=C, predict the reaction product. The product is: [CH3:20][CH2:21][CH2:22][CH2:23][CH:3]([CH2:13][O:12][C:7]([CH:8]=[CH2:9])=[O:11])[CH2:2][CH3:4].[CH3:23][CH2:22][CH2:21][CH2:20][O:19][C:14]([CH:15]=[CH2:16])=[O:18]. (5) Given the reactants Cl.[CH:2]1([CH2:5][O:6][C:7]2[CH:12]=[CH:11][C:10]([O:13][CH3:14])=[CH:9][C:8]=2[C:15]2[C:16]3[NH:23][C:22]([CH3:24])=[C:21]([C:25]([NH:27][C@@H:28]4[CH2:33][CH2:32][NH:31][CH2:30][C@H:29]4[OH:34])=[O:26])[C:17]=3[N:18]=[CH:19][N:20]=2)[CH2:4][CH2:3]1.[C:35](Cl)(=[O:37])[CH3:36], predict the reaction product. The product is: [C:35]([N:31]1[CH2:32][CH2:33][C@@H:28]([NH:27][C:25]([C:21]2[C:17]3[N:18]=[CH:19][N:20]=[C:15]([C:8]4[CH:9]=[C:10]([O:13][CH3:14])[CH:11]=[CH:12][C:7]=4[O:6][CH2:5][CH:2]4[CH2:4][CH2:3]4)[C:16]=3[NH:23][C:22]=2[CH3:24])=[O:26])[C@H:29]([OH:34])[CH2:30]1)(=[O:37])[CH3:36].